This data is from Reaction yield outcomes from USPTO patents with 853,638 reactions. The task is: Predict the reaction yield, written as a fraction of the theoretical maximum amount of product (1.0 means a 100% yield; for example, 0.34 means a 34% yield). (1) The yield is 0.900. The catalyst is CN(C=O)C.CCOCC. The reactants are [CH3:1][CH:2]([CH3:5])[CH2:3][NH2:4].[F:6][C:7]([F:15])([F:14])[CH2:8][CH:9]([CH3:13])[C:10](O)=[O:11].C(N(CC)CC)C.F[P-](F)(F)(F)(F)F.N1(O[P+](N(C)C)(N(C)C)N(C)C)C2C=CC=CC=2N=N1. The product is [F:6][C:7]([F:15])([F:14])[CH2:8][CH:9]([CH3:13])[C:10]([NH:4][CH2:3][CH:2]([CH3:5])[CH3:1])=[O:11]. (2) The reactants are [N:1]1[CH:6]=[CH:5][CH:4]=[CH:3][C:2]=1[O:7][CH2:8][CH2:9][NH:10]C(=O)OC(C)(C)C.[ClH:18]. The catalyst is O1CCOCC1. The product is [ClH:18].[ClH:18].[N:1]1[CH:6]=[CH:5][CH:4]=[CH:3][C:2]=1[O:7][CH2:8][CH2:9][NH2:10]. The yield is 0.968. (3) The reactants are [CH2:1]([N:3]([CH2:36][CH3:37])[CH2:4][CH2:5][CH2:6][NH:7][C:8]1[N:9]=[C:10]([C:27]2[CH:28]=[C:29]([CH:33]=[CH:34][CH:35]=2)[C:30](O)=[O:31])[C:11]2[CH:17]=[CH:16][C:15](=[O:18])[N:14]([C:19]3[C:24]([F:25])=[CH:23][CH:22]=[CH:21][C:20]=3[F:26])[C:12]=2[N:13]=1)[CH3:2].CN(C(O[N:46]1N=N[C:48]2[CH:49]=[CH:50][CH:51]=[CH:52][C:47]1=2)=[N+](C)C)C.F[P-](F)(F)(F)(F)F.C(N(CC)CC)C.NC1C=CC=CC=1. The catalyst is CN(C=O)C. The product is [CH2:1]([N:3]([CH2:36][CH3:37])[CH2:4][CH2:5][CH2:6][NH:7][C:8]1[N:9]=[C:10]([C:27]2[CH:28]=[C:29]([CH:33]=[CH:34][CH:35]=2)[C:30]([NH:46][C:47]2[CH:52]=[CH:51][CH:50]=[CH:49][CH:48]=2)=[O:31])[C:11]2[CH:17]=[CH:16][C:15](=[O:18])[N:14]([C:19]3[C:20]([F:26])=[CH:21][CH:22]=[CH:23][C:24]=3[F:25])[C:12]=2[N:13]=1)[CH3:2]. The yield is 0.490. (4) The reactants are C(N([CH2:6][CH3:7])CC)C.ClC([O:11][CH2:12][CH:13]([CH3:15])C)=O.[CH3:16][C:17]([CH3:30])([CH2:28][CH3:29])[C:18](=[O:27])[C:19]([CH:21]1[CH2:26][CH2:25][CH2:24][NH:23][NH:22]1)=[O:20]. The catalyst is C(Cl)Cl. The product is [CH3:16][C:17]([CH3:30])([CH2:28][CH3:29])[C:18](=[O:27])[C:19]([CH:21]1[CH2:26][CH2:25][CH2:24][NH:23][N:22]1[C:12](=[O:11])[CH2:13][CH2:15][CH2:24][CH2:25][CH2:26][C:7]1[CH:6]=[CH:19][CH:18]=[CH:17][CH:16]=1)=[O:20]. The yield is 0.550. (5) The reactants are CN(C)C=O.[C:6]([C:10]1[CH:15]=[CH:14][C:13]([C:16]2[S:17][CH:18]=[C:19]([C:22]([CH3:24])=O)[C:20]=2[OH:21])=[CH:12][CH:11]=1)([CH3:9])([CH3:8])[CH3:7].[NH:25]([C:27]([NH:29][C:30]1[S:34][C:33]([C:35]([O:37][CH3:38])=[O:36])=[CH:32][CH:31]=1)=[S:28])[NH2:26]. The catalyst is Cl.O. The product is [C:6]([C:10]1[CH:15]=[CH:14][C:13]([C:16]2[S:17][CH:18]=[C:19]([C:22](=[N:26][NH:25][C:27]([NH:29][C:30]3[S:34][C:33]([C:35]([O:37][CH3:38])=[O:36])=[CH:32][CH:31]=3)=[S:28])[CH3:24])[C:20]=2[OH:21])=[CH:12][CH:11]=1)([CH3:9])([CH3:8])[CH3:7]. The yield is 0.900. (6) The reactants are [BH4-].[Na+].[C:3]([C:6]1[C:10]([Cl:11])=[C:9]([C:12]([NH:14][C@@H:15]([CH3:31])[CH2:16][N:17]2[CH:21]=[CH:20][C:19]([C:22]3[CH:27]=[CH:26][C:25]([C:28]#[N:29])=[C:24]([Cl:30])[CH:23]=3)=[N:18]2)=[O:13])[NH:8][N:7]=1)(=[O:5])[CH3:4].[Cl-].[NH4+]. The catalyst is C(O)C. The product is [Cl:11][C:10]1[C:6]([CH:3]([OH:5])[CH3:4])=[N:7][NH:8][C:9]=1[C:12]([NH:14][C@@H:15]([CH3:31])[CH2:16][N:17]1[CH:21]=[CH:20][C:19]([C:22]2[CH:27]=[CH:26][C:25]([C:28]#[N:29])=[C:24]([Cl:30])[CH:23]=2)=[N:18]1)=[O:13]. The yield is 0.456. (7) The reactants are [CH3:1][C@:2]1([NH:20][C:21](=[O:27])[O:22][C:23]([CH3:26])([CH3:25])[CH3:24])[CH2:6][CH2:5][N:4]([C@@H:7]([C:12]2[CH:13]=[N:14][C:15]([NH:18][NH2:19])=[CH:16][CH:17]=2)[C:8]([F:11])([F:10])[F:9])[CH2:3]1.[F:28][C:29]1[CH:30]=[C:31]2[C:36](=[C:37]([O:39][CH3:40])[CH:38]=1)[N:35]=[C:34]([CH:41]=O)[CH:33]=[CH:32]2. The catalyst is C(Cl)Cl. The product is [CH3:1][C@:2]1([NH:20][C:21](=[O:27])[O:22][C:23]([CH3:26])([CH3:25])[CH3:24])[CH2:6][CH2:5][N:4]([C@@H:7]([C:12]2[CH:13]=[N:14][C:15]([NH:18]/[N:19]=[CH:41]/[C:34]3[CH:33]=[CH:32][C:31]4[C:36](=[C:37]([O:39][CH3:40])[CH:38]=[C:29]([F:28])[CH:30]=4)[N:35]=3)=[CH:16][CH:17]=2)[C:8]([F:9])([F:10])[F:11])[CH2:3]1. The yield is 0.765.